Dataset: Retrosynthesis with 50K atom-mapped reactions and 10 reaction types from USPTO. Task: Predict the reactants needed to synthesize the given product. Given the product COCc1ccc(C(=O)OC)c(N)n1, predict the reactants needed to synthesize it. The reactants are: CCOC(C)=O.COC(=O)c1ccc(Cl)nc1N.